From a dataset of M1 muscarinic receptor agonist screen with 61,833 compounds. Binary Classification. Given a drug SMILES string, predict its activity (active/inactive) in a high-throughput screening assay against a specified biological target. (1) The result is 0 (inactive). The compound is O=C(NC1CCCCC1)CN(c1cc2OCOc2cc1)C(=O)CNC(=O)c1occc1. (2) The compound is s1c2n(c(=O)c(C(=O)N(Cc3ccccc3)c3ncccc3)cn2)cc1. The result is 0 (inactive). (3) The molecule is Clc1ccc(c2n3nc(sc3nn2)c2ccc(N(C)C)cc2)cc1. The result is 0 (inactive). (4) The compound is s1c2ncnc(NCCCn3ccnc3)c2c(c1C)C. The result is 0 (inactive). (5) The drug is S(c1n(c2ncccc2n1)C)Cc1c(F)cccc1. The result is 0 (inactive). (6) The compound is s1c2nc(N3CCOCC3)c3c(CC(OC3)(C)C)c2c2nnnc(OCC)c12. The result is 0 (inactive). (7) The compound is [O-]\[N+](C(C)(C)\C=N\O)=C/c1occc1. The result is 0 (inactive). (8) The compound is S(=O)(=O)(Nc1nc(nc(c1)C)C)c1ccc(NC(=O)C2CN(C(=O)C2)Cc2ccc(cc2)C)cc1. The result is 0 (inactive).